This data is from Reaction yield outcomes from USPTO patents with 853,638 reactions. The task is: Predict the reaction yield, written as a fraction of the theoretical maximum amount of product (1.0 means a 100% yield; for example, 0.34 means a 34% yield). (1) The reactants are [OH:1][C:2]1[CH:7]=[CH:6][C:5]([NH:8][CH:9]=[C:10]2[C:18]3[C:13](=[CH:14][CH:15]=[CH:16][CH:17]=3)[NH:12][C:11]2=[O:19])=[CH:4][CH:3]=1.C(=O)([O-])[O-].[K+].[K+].Br[CH2:27][CH2:28][CH2:29][Cl:30]. The catalyst is CN(C=O)C. The product is [Cl:30][CH2:29][CH2:28][CH2:27][O:1][C:2]1[CH:7]=[CH:6][C:5]([NH:8][CH:9]=[C:10]2[C:18]3[C:13](=[CH:14][CH:15]=[CH:16][CH:17]=3)[NH:12][C:11]2=[O:19])=[CH:4][CH:3]=1. The yield is 0.580. (2) The reactants are C([O:3][C:4]([C@H:6]1[CH2:11][CH2:10][C@H:9]([O:12][C:13]2[CH:18]=[N:17][CH:16]=[CH:15][N:14]=2)[CH2:8][CH2:7]1)=O)C.O.[NH2:20][NH2:21]. No catalyst specified. The product is [N:14]1[CH:15]=[CH:16][N:17]=[CH:18][C:13]=1[O:12][C@H:9]1[CH2:10][CH2:11][C@H:6]([C:4]([NH:20][NH2:21])=[O:3])[CH2:7][CH2:8]1. The yield is 0.230. (3) The reactants are [OH:1][CH2:2][C@@H:3]([NH:14][C:15]([O:17][CH2:18][C:19]1[CH:24]=[CH:23][CH:22]=[CH:21][CH:20]=1)=[O:16])[CH2:4][N:5]1[CH2:13][CH2:12][CH2:11][C@H:6]1[C:7]([O:9][CH3:10])=[O:8].C(N(CC)CC)C.[CH3:32][S:33](Cl)(=[O:35])=[O:34]. The catalyst is ClCCl.CN(C)C1C=CN=CC=1. The product is [CH3:32][S:33]([O:1][CH2:2][C@@H:3]([NH:14][C:15]([O:17][CH2:18][C:19]1[CH:20]=[CH:21][CH:22]=[CH:23][CH:24]=1)=[O:16])[CH2:4][N:5]1[CH2:13][CH2:12][CH2:11][C@H:6]1[C:7]([O:9][CH3:10])=[O:8])(=[O:35])=[O:34]. The yield is 1.00. (4) The reactants are [NH2:1][C:2]1[CH:7]=[C:6]([CH2:8][O:9][C:10]2[C:19]3[C:14](=[CH:15][CH:16]=[CH:17][CH:18]=3)[C:13]([N+:20]([O-])=O)=[CH:12][CH:11]=2)[CH:5]=[CH:4][N:3]=1.[H][H]. The catalyst is CO.CC(O)=O.[Pt]. The product is [NH2:1][C:2]1[CH:7]=[C:6]([CH2:8][O:9][C:10]2[C:19]3[C:14](=[CH:15][CH:16]=[CH:17][CH:18]=3)[C:13]([NH2:20])=[CH:12][CH:11]=2)[CH:5]=[CH:4][N:3]=1. The yield is 0.940. (5) The reactants are [CH3:1][C:2]1[N:7]=[N:6][C:5]([NH2:8])=[CH:4][CH:3]=1.Cl[CH2:10][C:11](=O)[CH3:12].C([O-])(O)=O.[Na+]. The catalyst is C(O)C. The product is [CH3:12][C:11]1[N:8]=[C:5]2[CH:4]=[CH:3][C:2]([CH3:1])=[N:7][N:6]2[CH:10]=1. The yield is 0.570. (6) The reactants are [C:1]([C:4]1[CH:9]=[CH:8][C:7]([S:10]([NH2:13])(=[O:12])=[O:11])=[CH:6][CH:5]=1)(=[O:3])[CH3:2].[CH3:14][O:15][C:16]1[C:23]([C:24]2[S:25][CH:26]=[CH:27][CH:28]=2)=[CH:22][C:19]([CH:20]=O)=[C:18]([O:29][CH2:30][C:31]2[NH:35][N:34]=[N:33][N:32]=2)[CH:17]=1. No catalyst specified. The product is [CH3:14][O:15][C:16]1[C:23]([C:24]2[S:25][CH:26]=[CH:27][CH:28]=2)=[CH:22][C:19](/[CH:20]=[CH:2]/[C:1]([C:4]2[CH:5]=[CH:6][C:7]([S:10]([NH2:13])(=[O:11])=[O:12])=[CH:8][CH:9]=2)=[O:3])=[C:18]([O:29][CH2:30][C:31]2[NH:32][N:33]=[N:34][N:35]=2)[CH:17]=1. The yield is 0.600. (7) The reactants are C([C:5]1[CH:10]=[C:9]([C:11]2[CH:16]=[C:15](C(C)(C)C)[C:14]([OH:21])=[C:13](C(C)(C)C)[CH:12]=2)[CH:8]=[C:7](C(C)(C)C)[C:6]=1[OH:30])(C)(C)C.CS(O)(=O)=O.CCCCCCCCC(C)C. The catalyst is C1(C)C=CC=CC=1. The product is [C:14]1([OH:21])[CH:13]=[CH:12][C:11]([C:9]2[CH:10]=[CH:5][C:6]([OH:30])=[CH:7][CH:8]=2)=[CH:16][CH:15]=1. The yield is 0.990. (8) The reactants are C(N(CC)C(C)C)(C)C.[CH:10]1([N:14]2[C:26]3[CH2:25][CH2:24][CH:23]([CH:27]4[CH2:32][CH2:31][O:30][CH2:29][CH2:28]4)[CH2:22][C:21]=3[C:20]3[C:15]2=[CH:16][CH:17]=[C:18]([C:33](O)=[O:34])[CH:19]=3)[CH2:13][CH2:12][CH2:11]1.[CH2:36]([NH:38][C:39](=[O:44])[CH2:40][NH:41][CH2:42][CH3:43])[CH3:37].CN(C(ON1N=NC2C=CC=NC1=2)=[N+](C)C)C.F[P-](F)(F)(F)(F)F. The catalyst is CN(C=O)C.O. The product is [CH:10]1([N:14]2[C:26]3[CH2:25][CH2:24][CH:23]([CH:27]4[CH2:32][CH2:31][O:30][CH2:29][CH2:28]4)[CH2:22][C:21]=3[C:20]3[C:15]2=[CH:16][CH:17]=[C:18]([C:33]([N:41]([CH2:42][CH3:43])[CH2:40][C:39]([NH:38][CH2:36][CH3:37])=[O:44])=[O:34])[CH:19]=3)[CH2:11][CH2:12][CH2:13]1. The yield is 0.750. (9) The reactants are Cl.Cl.Cl.[F:4][C:5]1[CH:14]=[C:13]([C:15]2[C:20]([CH:21]3[CH2:26][CH2:25][NH:24][CH2:23][CH2:22]3)=[N:19][CH:18]=[CH:17][N:16]=2)[CH:12]=[CH:11][C:6]=1[C:7]([NH:9][CH3:10])=[O:8].Cl[C:28]1[CH:37]=[CH:36][C:35]2[C:30](=[CH:31][C:32]([Cl:38])=[CH:33][CH:34]=2)[N:29]=1.C(=O)([O-])[O-].[Cs+].[Cs+]. The catalyst is CC(C)([P](C(C)(C)C)([Pd][P](C(C)(C)C)(C(C)(C)C)C(C)(C)C)C(C)(C)C)C.O1CCOCC1. The product is [Cl:38][C:32]1[CH:31]=[C:30]2[C:35]([CH:36]=[CH:37][C:28]([N:24]3[CH2:25][CH2:26][CH:21]([C:20]4[C:15]([C:13]5[CH:12]=[CH:11][C:6]([C:7]([NH:9][CH3:10])=[O:8])=[C:5]([F:4])[CH:14]=5)=[N:16][CH:17]=[CH:18][N:19]=4)[CH2:22][CH2:23]3)=[N:29]2)=[CH:34][CH:33]=1. The yield is 0.382.